This data is from Full USPTO retrosynthesis dataset with 1.9M reactions from patents (1976-2016). The task is: Predict the reactants needed to synthesize the given product. (1) Given the product [CH2:1]([O:3][C:4](=[O:17])[C:5]([O:8][C:9]1[CH:14]=[CH:13][C:12]([O:15][CH2:19][C:20]2[C:21]([CH2:38][O:39][CH3:40])=[N:22][C:23]([C:27]3[CH:28]=[CH:29][C:30]([O:33][C:34]([F:37])([F:35])[F:36])=[CH:31][CH:32]=3)=[N:24][C:25]=2[CH3:26])=[CH:11][C:10]=1[CH3:16])([CH3:6])[CH3:7])[CH3:2], predict the reactants needed to synthesize it. The reactants are: [CH2:1]([O:3][C:4](=[O:17])[C:5]([O:8][C:9]1[CH:14]=[CH:13][C:12]([OH:15])=[CH:11][C:10]=1[CH3:16])([CH3:7])[CH3:6])[CH3:2].Cl[CH2:19][C:20]1[C:21]([CH2:38][O:39][CH3:40])=[N:22][C:23]([C:27]2[CH:32]=[CH:31][C:30]([O:33][C:34]([F:37])([F:36])[F:35])=[CH:29][CH:28]=2)=[N:24][C:25]=1[CH3:26]. (2) Given the product [CH3:1][O:2][C:3](=[O:43])[CH2:4][CH2:5][C:6]1[CH:11]=[C:10]([O:12][C:13]2[CH:14]=[CH:15][C:16]([NH:19][C:20](=[O:27])[C:21]3[CH:26]=[CH:25][CH:24]=[CH:23][CH:22]=3)=[CH:17][CH:18]=2)[CH:9]=[CH:8][C:7]=1[NH:28][S:29]([C:32]1[CH:33]=[CH:34][C:35]([O:38][CH2:39][CH2:40][CH2:41][CH3:42])=[CH:36][CH:37]=1)(=[O:31])=[O:30], predict the reactants needed to synthesize it. The reactants are: [CH3:1][O:2][C:3](=[O:43])/[CH:4]=[CH:5]/[C:6]1[CH:11]=[C:10]([O:12][C:13]2[CH:18]=[CH:17][C:16]([NH:19][C:20](=[O:27])[C:21]3[CH:26]=[CH:25][CH:24]=[CH:23][CH:22]=3)=[CH:15][CH:14]=2)[CH:9]=[CH:8][C:7]=1[NH:28][S:29]([C:32]1[CH:37]=[CH:36][C:35]([O:38][CH2:39][CH2:40][CH2:41][CH3:42])=[CH:34][CH:33]=1)(=[O:31])=[O:30]. (3) Given the product [C:6]([C:7]1[N:11]2[C:12]3[C:17]([N:18]=[C:19]([NH:20][CH2:21][CH2:22][CH2:23][OH:24])[C:10]2=[N:9][CH:8]=1)=[CH:16][C:15]([C:25]([F:26])([F:27])[F:28])=[CH:14][CH:13]=3)#[CH:5], predict the reactants needed to synthesize it. The reactants are: C[Si]([C:5]#[C:6][C:7]1[N:11]2[C:12]3[C:17]([N:18]=[C:19]([NH:20][CH2:21][CH2:22][CH2:23][OH:24])[C:10]2=[N:9][CH:8]=1)=[CH:16][C:15]([C:25]([F:28])([F:27])[F:26])=[CH:14][CH:13]=3)(C)C.C(=O)([O-])[O-].[K+].[K+]. (4) Given the product [N:77]1[CH:78]=[CH:79][CH:80]=[C:75]([CH2:74][CH:67]2[CH:66]([NH:65][C:27]([C:19]3[O:18][C:22]4[CH:23]=[CH:24][CH:25]=[CH:26][C:21]=4[CH:20]=3)=[O:29])[CH:71]3[CH2:70][CH2:69][N:68]2[CH2:73][CH2:72]3)[CH:76]=1, predict the reactants needed to synthesize it. The reactants are: C1(OP(Cl)(OC2C=CC=CC=2)=O)C=CC=CC=1.[O:18]1[C:22]2[CH:23]=[CH:24][CH:25]=[CH:26][C:21]=2[CH:20]=[C:19]1[C:27]([OH:29])=O.C1(C)C=CC(C([C@@](C(O)=O)(O)[C@@](C(C2C=CC(C)=CC=2)=O)(O)C(O)=O)=O)=CC=1.C(N(CC)CC)C.[NH2:65][C@H:66]1[CH:71]2[CH2:72][CH2:73][N:68]([CH2:69][CH2:70]2)[C@@H:67]1[CH2:74][C:75]1[CH:76]=[N:77][CH:78]=[CH:79][CH:80]=1.[OH-].[Na+].